This data is from Catalyst prediction with 721,799 reactions and 888 catalyst types from USPTO. The task is: Predict which catalyst facilitates the given reaction. (1) Reactant: [Cl-:1].[Al+3].[Cl-].[Cl-].NC(N)=S.C[O:10][C:11]1[CH:12]=[C:13]([C@H:17]([CH2:24][CH3:25])[C@@H:18]([CH3:23])[CH2:19][N:20]([CH3:22])[CH3:21])[CH:14]=[CH:15][CH:16]=1.N. Product: [CH3:25][CH2:24][C@H:17]([C@H:18]([CH2:19][N:20]([CH3:22])[CH3:21])[CH3:23])[C:13]1[CH:14]=[CH:15][CH:16]=[C:11]([OH:10])[CH:12]=1.[ClH:1]. The catalyst class is: 226. (2) Reactant: [F:1][C:2]1[CH:8]=[CH:7][C:5]([NH2:6])=[CH:4][C:3]=1[O:9]C.B(Br)(Br)Br.CO. Product: [NH2:6][C:5]1[CH:7]=[CH:8][C:2]([F:1])=[C:3]([OH:9])[CH:4]=1. The catalyst class is: 2. (3) Reactant: [CH:1]([P:3](=[O:9])([CH:7]=[CH2:8])[CH:4]([CH3:6])[CH3:5])=[CH2:2].[CH2:10]([NH2:17])[C:11]1[CH:16]=[CH:15][CH:14]=[CH:13][CH:12]=1. The catalyst class is: 6. Product: [CH2:10]([N:17]1[CH2:8][CH2:7][P:3](=[O:9])([CH:4]([CH3:6])[CH3:5])[CH2:1][CH2:2]1)[C:11]1[CH:16]=[CH:15][CH:14]=[CH:13][CH:12]=1. (4) Reactant: Br[C:2]1[CH:3]=[C:4]([CH:8]=[C:9]([O:11][CH3:12])[CH:10]=1)[C:5]([OH:7])=[O:6].[Cl:13][C:14]1[CH:19]=[CH:18][CH:17]=[CH:16][C:15]=1B(O)O.C([O-])([O-])=O.[Na+].[Na+].Cl. Product: [Cl:13][C:14]1[CH:19]=[CH:18][CH:17]=[CH:16][C:15]=1[C:2]1[CH:3]=[C:4]([CH:8]=[C:9]([O:11][CH3:12])[CH:10]=1)[C:5]([OH:7])=[O:6]. The catalyst class is: 70. (5) Reactant: [CH3:1][C:2]1[C:6]([CH3:7])=[C:5]([NH2:8])[O:4][N:3]=1.[H-].[Na+].[CH2:11]1[O:33][C:32]2[CH:31]=[CH:30][C:15]([CH2:16][C:17]3[S:21][C:20]4[CH:22]=[CH:23][CH:24]=[CH:25][C:19]=4[C:18]=3[S:26](Cl)(=[O:28])=[O:27])=[CH:14][C:13]=2[O:12]1. Product: [CH3:1][C:2]1[C:6]([CH3:7])=[C:5]([NH:8][S:26]([C:18]2[C:19]3[CH:25]=[CH:24][CH:23]=[CH:22][C:20]=3[S:21][C:17]=2[CH2:16][C:15]2[CH:30]=[CH:31][C:32]3[O:33][CH2:11][O:12][C:13]=3[CH:14]=2)(=[O:28])=[O:27])[O:4][N:3]=1. The catalyst class is: 1. (6) Reactant: [CH2:1]1[CH:6]2[CH2:7][CH2:8][CH2:9][N:5]2[CH2:4][CH2:3][N:2]1[C:10]1[CH:19]=[CH:18][C:13]([C:14]([O:16]C)=O)=[CH:12][CH:11]=1.[NH2:20][C:21]1[N:25](C(OC(C)(C)C)=O)[N:24]=[C:23]([CH2:33][CH2:34][C:35]2[CH:40]=[C:39]([O:41][CH3:42])[CH:38]=[C:37]([O:43][CH3:44])[CH:36]=2)[CH:22]=1.C[Si]([N-][Si](C)(C)C)(C)C.[Na+]. Product: [CH2:1]1[CH:6]2[CH2:7][CH2:8][CH2:9][N:5]2[CH2:4][CH2:3][N:2]1[C:10]1[CH:11]=[CH:12][C:13]([C:14]([NH:20][C:21]2[NH:25][N:24]=[C:23]([CH2:33][CH2:34][C:35]3[CH:40]=[C:39]([O:41][CH3:42])[CH:38]=[C:37]([O:43][CH3:44])[CH:36]=3)[CH:22]=2)=[O:16])=[CH:18][CH:19]=1. The catalyst class is: 1. (7) Reactant: [NH2:1][CH2:2][CH2:3][CH2:4][O:5][C:6]1[CH:41]=[CH:40][C:9]([C:10]([C:12]2[CH:17]=[CH:16][C:15]([NH:18][CH2:19][CH2:20][O:21][CH2:22][CH2:23][O:24][CH2:25][CH2:26][O:27][CH2:28][CH2:29][O:30][CH2:31][CH2:32][C:33]([O:35]C(C)(C)C)=[O:34])=[CH:14][CH:13]=2)=[O:11])=[CH:8][CH:7]=1. Product: [NH2:1][CH2:2][CH2:3][CH2:4][O:5][C:6]1[CH:41]=[CH:40][C:9]([C:10]([C:12]2[CH:17]=[CH:16][C:15]([NH:18][CH2:19][CH2:20][O:21][CH2:22][CH2:23][O:24][CH2:25][CH2:26][O:27][CH2:28][CH2:29][O:30][CH2:31][CH2:32][C:33]([OH:35])=[O:34])=[CH:14][CH:13]=2)=[O:11])=[CH:8][CH:7]=1. The catalyst class is: 157. (8) Reactant: [H-].[Al+3].[Li+].[H-].[H-].[H-].[CH3:7][C:8]1([CH3:16])[CH2:13][CH2:12][CH2:11][N:10]([N:14]=O)[CH2:9]1. Product: [CH3:7][C:8]1([CH3:16])[CH2:13][CH2:12][CH2:11][N:10]([NH2:14])[CH2:9]1. The catalyst class is: 28. (9) Reactant: [S:1]1[CH2:7][C:5](=[O:6])[NH:4][C:2]1=[S:3].[CH:8]1[C:13]([CH:14]=O)=[CH:12][C:11]2[O:16][CH2:17][O:18][C:10]=2[CH:9]=1. Product: [O:18]1[C:10]2[CH:9]=[CH:8][C:13]([CH:14]=[C:7]3[S:1][C:2](=[S:3])[NH:4][C:5]3=[O:6])=[CH:12][C:11]=2[O:16][CH2:17]1. The catalyst class is: 57. (10) Reactant: C(O/[CH:4]=[CH:5]/[C:6]1[CH:11]=[CH:10][N:9]=[C:8]([S:12][CH3:13])[N:7]=1)C.BrN1C(=O)CCC1=O.[CH3:22][O:23][C:24](=[O:32])[C:25]1[CH:30]=[CH:29][CH:28]=[N:27][C:26]=1[NH2:31]. Product: [CH3:13][S:12][C:8]1[N:7]=[C:6]([C:5]2[N:27]3[CH:28]=[CH:29][CH:30]=[C:25]([C:24]([O:23][CH3:22])=[O:32])[C:26]3=[N:31][CH:4]=2)[CH:11]=[CH:10][N:9]=1. The catalyst class is: 38.